Task: Predict the reactants needed to synthesize the given product.. Dataset: Full USPTO retrosynthesis dataset with 1.9M reactions from patents (1976-2016) (1) Given the product [C:1]([O:5][C:6]([N:8]1[CH2:13][CH2:12][N:11]([C:14]2[CH:19]=[CH:18][C:17]([Br:20])=[CH:16][C:15]=2[NH:21][C:41]([C:31]2[C:40]3[C:35](=[CH:36][CH:37]=[CH:38][CH:39]=3)[CH:34]=[CH:33][CH:32]=2)=[O:42])[CH2:10][CH2:9]1)=[O:7])([CH3:4])([CH3:2])[CH3:3], predict the reactants needed to synthesize it. The reactants are: [C:1]([O:5][C:6]([N:8]1[CH2:13][CH2:12][N:11]([C:14]2[CH:19]=[CH:18][C:17]([Br:20])=[CH:16][C:15]=2[NH2:21])[CH2:10][CH2:9]1)=[O:7])([CH3:4])([CH3:3])[CH3:2].CCN(C(C)C)C(C)C.[C:31]1([C:41](Cl)=[O:42])[C:40]2[C:35](=[CH:36][CH:37]=[CH:38][CH:39]=2)[CH:34]=[CH:33][CH:32]=1. (2) Given the product [CH2:1]([N:8]1[C:16]2[C:11](=[CH:12][C:13]([NH:17][C:19]3[N:28]=[CH:27][C:26]([CH:29]4[CH2:31][CH2:30]4)=[CH:25][C:20]=3[C:21]([O:23][CH3:24])=[O:22])=[CH:14][CH:15]=2)[CH:10]=[CH:9]1)[C:2]1[CH:3]=[CH:4][CH:5]=[CH:6][CH:7]=1, predict the reactants needed to synthesize it. The reactants are: [CH2:1]([N:8]1[C:16]2[C:11](=[CH:12][C:13]([NH2:17])=[CH:14][CH:15]=2)[CH:10]=[CH:9]1)[C:2]1[CH:7]=[CH:6][CH:5]=[CH:4][CH:3]=1.Cl[C:19]1[N:28]=[CH:27][C:26]([CH:29]2[CH2:31][CH2:30]2)=[CH:25][C:20]=1[C:21]([O:23][CH3:24])=[O:22].C(=O)([O-])[O-].[Cs+].[Cs+].C1(C)C=CC=CC=1.